This data is from NCI-60 drug combinations with 297,098 pairs across 59 cell lines. The task is: Regression. Given two drug SMILES strings and cell line genomic features, predict the synergy score measuring deviation from expected non-interaction effect. Drug 1: C1=CC(=C2C(=C1NCCNCCO)C(=O)C3=C(C=CC(=C3C2=O)O)O)NCCNCCO. Drug 2: C(CCl)NC(=O)N(CCCl)N=O. Cell line: HCT-15. Synergy scores: CSS=41.1, Synergy_ZIP=-5.98, Synergy_Bliss=-9.13, Synergy_Loewe=-55.3, Synergy_HSA=-8.24.